This data is from Reaction yield outcomes from USPTO patents with 853,638 reactions. The task is: Predict the reaction yield, written as a fraction of the theoretical maximum amount of product (1.0 means a 100% yield; for example, 0.34 means a 34% yield). The reactants are ClC(OC(Cl)C)=O.C([N:15]1[CH2:21][CH2:20][C:19]2([C:22]3[CH:27]=[CH:26][C:25]([F:28])=[CH:24][CH:23]=3)[CH:17]([CH2:18]2)[CH2:16]1)C1C=CC=CC=1.CO. The catalyst is C(Cl)Cl. The product is [F:28][C:25]1[CH:26]=[CH:27][C:22]([C:19]23[CH2:18][CH:17]2[CH2:16][NH:15][CH2:21][CH2:20]3)=[CH:23][CH:24]=1. The yield is 0.790.